Task: Predict the product of the given reaction.. Dataset: Forward reaction prediction with 1.9M reactions from USPTO patents (1976-2016) (1) Given the reactants CS(O[CH2:6][CH2:7][C:8]1[O:9][C:10]2[CH:16]=[CH:15][C:14]([C:17]3[CH:22]=[CH:21][C:20]([C:23]#[N:24])=[CH:19][CH:18]=3)=[CH:13][C:11]=2[CH:12]=1)(=O)=O.[CH2:25]([NH:29][CH3:30])[CH:26]([CH3:28])[CH3:27], predict the reaction product. The product is: [CH2:25]([N:29]([CH3:30])[CH2:6][CH2:7][C:8]1[O:9][C:10]2[CH:16]=[CH:15][C:14]([C:17]3[CH:22]=[CH:21][C:20]([C:23]#[N:24])=[CH:19][CH:18]=3)=[CH:13][C:11]=2[CH:12]=1)[CH:26]([CH3:28])[CH3:27]. (2) The product is: [CH:36]([O:35][C:33]([N:30]1[CH2:31][CH2:32][CH:27]([CH2:26][CH2:25][CH2:24][NH:1][C:2]2[CH:3]=[C:4]3[C:9](=[CH:10][CH:11]=2)[CH2:8][N:7]([C:12]([O:14][C:15]([CH3:18])([CH3:17])[CH3:16])=[O:13])[CH2:6][CH2:5]3)[CH2:28][CH2:29]1)=[O:34])([CH3:38])[CH3:37]. Given the reactants [NH2:1][C:2]1[CH:3]=[C:4]2[C:9](=[CH:10][CH:11]=1)[CH2:8][N:7]([C:12]([O:14][C:15]([CH3:18])([CH3:17])[CH3:16])=[O:13])[CH2:6][CH2:5]2.CS(O[CH2:24][CH2:25][CH2:26][CH:27]1[CH2:32][CH2:31][N:30]([C:33]([O:35][CH:36]([CH3:38])[CH3:37])=[O:34])[CH2:29][CH2:28]1)(=O)=O.C([O-])([O-])=O.[Cs+].[Cs+], predict the reaction product. (3) Given the reactants [CH3:1][N:2]([CH3:31])[C:3](=[O:30])[CH2:4][N:5]1[C:14]2[C:9](=[N:10][CH:11]=[C:12]([CH2:15][C:16]3[CH:21]=[CH:20][C:19]([F:22])=[CH:18][CH:17]=3)[CH:13]=2)[C:8]([OH:23])=[C:7]([C:24](OCC)=[O:25])[C:6]1=[O:29].[NH2:32][CH2:33][CH2:34][CH2:35][OH:36], predict the reaction product. The product is: [CH3:1][N:2]([CH3:31])[C:3](=[O:30])[CH2:4][N:5]1[C:14]2[C:9](=[N:10][CH:11]=[C:12]([CH2:15][C:16]3[CH:21]=[CH:20][C:19]([F:22])=[CH:18][CH:17]=3)[CH:13]=2)[C:8]([OH:23])=[C:7]([C:24]([NH:32][CH2:33][CH2:34][CH2:35][OH:36])=[O:25])[C:6]1=[O:29]. (4) Given the reactants [N+:1]([C:4]1[CH:5]=[C:6]([CH:32]=[CH:33][CH:34]=1)[C:7]([NH:9][C:10]1[CH:31]=[CH:30][C:13]2[N:14]([CH:17]([C:24]3[CH:29]=[CH:28][CH:27]=[CH:26][CH:25]=3)[CH2:18][C:19]([O:21]CC)=[O:20])[CH:15]=[N:16][C:12]=2[CH:11]=1)=[O:8])([O-:3])=[O:2], predict the reaction product. The product is: [N+:1]([C:4]1[CH:5]=[C:6]([CH:32]=[CH:33][CH:34]=1)[C:7]([NH:9][C:10]1[CH:31]=[CH:30][C:13]2[N:14]([CH:17]([C:24]3[CH:29]=[CH:28][CH:27]=[CH:26][CH:25]=3)[CH2:18][C:19]([OH:21])=[O:20])[CH:15]=[N:16][C:12]=2[CH:11]=1)=[O:8])([O-:3])=[O:2].